This data is from Full USPTO retrosynthesis dataset with 1.9M reactions from patents (1976-2016). The task is: Predict the reactants needed to synthesize the given product. (1) Given the product [O:36]1[CH2:37][CH2:38][N:33]([C:30]2[O:31][C:32]3[C:27]([C:28](=[O:39])[CH:29]=2)=[CH:26][CH:25]=[CH:24][CH:23]=3)[CH2:34][CH2:35]1, predict the reactants needed to synthesize it. The reactants are: CCN=C=NCCCN(C)C.FC1C=C(NC([C:23]2[CH:24]=[C:25](C(O)=O)[CH:26]=[C:27]3[C:32]=2[O:31][C:30]([N:33]2[CH2:38][CH2:37][O:36][CH2:35][CH2:34]2)=[CH:29][C:28]3=[O:39])C)C=C(F)C=1.N1CC[C@H](O)C1.OP=O. (2) Given the product [CH3:1][O:2][CH2:3][CH2:4][C:5]1[N:6]([CH2:18][CH2:19][C:20]([N:25]2[CH2:30][CH2:29][O:28][CH2:27][CH2:26]2)=[O:21])[C:7]2[C:16]3[CH:15]=[CH:14][CH:13]=[CH:12][C:11]=3[N:10]=[CH:9][C:8]=2[N:17]=1, predict the reactants needed to synthesize it. The reactants are: [CH3:1][O:2][CH2:3][CH2:4][C:5]1[N:6]([CH2:18][CH2:19][C:20](OCC)=[O:21])[C:7]2[C:16]3[CH:15]=[CH:14][CH:13]=[CH:12][C:11]=3[N:10]=[CH:9][C:8]=2[N:17]=1.[NH:25]1[CH2:30][CH2:29][O:28][CH2:27][CH2:26]1. (3) Given the product [CH2:25]([C:26]1[O:27][CH:15]=[C:14]([C:8]2[CH:9]=[C:10]([Br:13])[CH:11]=[CH:12][C:7]=2[O:6][CH2:5][C:4]([OH:3])=[O:18])[N:28]=1)[C:19]1[CH:24]=[CH:23][CH:22]=[CH:21][CH:20]=1, predict the reactants needed to synthesize it. The reactants are: C([O:3][C:4](=[O:18])[CH2:5][O:6][C:7]1[CH:12]=[CH:11][C:10]([Br:13])=[CH:9][C:8]=1[C:14](=O)[CH2:15]Br)C.[C:19]1([CH2:25][C:26]([NH2:28])=[O:27])[CH:24]=[CH:23][CH:22]=[CH:21][CH:20]=1. (4) Given the product [CH2:1]([O:3][C:4]([C:6]1[CH:7]=[C:8]2[C:13](=[CH:14][CH:15]=1)[NH:12][CH:11]([C:16]1[CH:17]=[C:18]([C:31]3[CH:32]=[CH:33][C:28]([C:25]([OH:27])=[O:26])=[CH:29][CH:30]=3)[CH:19]=[CH:20][CH:21]=1)[C:10]([CH3:24])([CH3:23])[CH2:9]2)=[O:5])[CH3:2], predict the reactants needed to synthesize it. The reactants are: [CH2:1]([O:3][C:4]([C:6]1[CH:7]=[C:8]2[C:13](=[CH:14][CH:15]=1)[NH:12][CH:11]([C:16]1[CH:21]=[CH:20][CH:19]=[C:18](Br)[CH:17]=1)[C:10]([CH3:24])([CH3:23])[CH2:9]2)=[O:5])[CH3:2].[C:25]([C:28]1[CH:33]=[CH:32][C:31](B(O)O)=[CH:30][CH:29]=1)([OH:27])=[O:26].C(=O)([O-])[O-].[Na+].[Na+].O. (5) Given the product [OH2:2].[OH:9][C:4]1[C:3]([OH:2])=[CH:8][C:7]2[C:6]3[C:5](=[CH:4][C:3]([OH:2])=[C:8]([OH:2])[CH:7]=3)[C:6]3[C:7](=[CH:8][C:3]([OH:2])=[C:4]([OH:9])[CH:5]=3)[C:6]=2[CH:5]=1.[CH3:1][O:2][C:3]1[C:4]([O:9][CH3:10])=[CH:5][C:6]2[C:7]3[C:6](=[CH:5][C:4]([O:9][CH3:10])=[C:3]([O:2][CH3:1])[CH:8]=3)[C:7]3[C:6](=[CH:5][C:4]([O:9][CH3:10])=[C:3]([O:2][CH3:1])[CH:8]=3)[C:7]=2[CH:8]=1, predict the reactants needed to synthesize it. The reactants are: [CH3:1][O:2][C:3]1[CH:8]=[CH:7][CH:6]=[CH:5][C:4]=1[O:9][CH3:10]. (6) Given the product [Br:1][C:2]1[S:3][C:4]([C:7]([NH:41][CH:42]2[CH2:47][CH2:46][N:45]([CH2:48][C:49]3[CH:56]=[CH:55][C:52]([C:53]#[N:54])=[CH:51][CH:50]=3)[CH2:44][CH2:43]2)=[O:9])=[CH:5][N:6]=1, predict the reactants needed to synthesize it. The reactants are: [Br:1][C:2]1[S:3][C:4]([C:7]([OH:9])=O)=[CH:5][N:6]=1.C(N(CC)CC)C.CN(C(ON1N=NC2C=CC=NC1=2)=[N+](C)C)C.F[P-](F)(F)(F)(F)F.[NH2:41][CH:42]1[CH2:47][CH2:46][N:45]([CH2:48][C:49]2[CH:56]=[CH:55][C:52]([C:53]#[N:54])=[CH:51][CH:50]=2)[CH2:44][CH2:43]1. (7) Given the product [CH:1]1([C:4]2[CH:5]=[N:6][C:7]([NH:14][C:15]3[CH:16]=[C:17]4[C:21](=[C:22]([CH3:24])[CH:23]=3)[N:20]([CH2:25][C:26]3[CH:31]=[CH:30][CH:29]=[C:28]([F:32])[CH:27]=3)[CH:19]=[CH:18]4)=[C:8]([CH:13]=2)[C:9]([OH:11])=[O:10])[CH2:3][CH2:2]1, predict the reactants needed to synthesize it. The reactants are: [CH:1]1([C:4]2[CH:5]=[N:6][C:7]([NH:14][C:15]3[CH:16]=[C:17]4[C:21](=[C:22]([CH3:24])[CH:23]=3)[N:20]([CH2:25][C:26]3[CH:31]=[CH:30][CH:29]=[C:28]([F:32])[CH:27]=3)[CH:19]=[CH:18]4)=[C:8]([CH:13]=2)[C:9]([O:11]C)=[O:10])[CH2:3][CH2:2]1.[OH-].[Na+].Cl.C(OCC)(=O)C. (8) Given the product [NH2:3][C:8]1[CH:12]=[C:11]([C:13]([CH3:17])([CH3:18])[C:14]([NH2:16])=[O:15])[N:10]([CH3:19])[N:9]=1, predict the reactants needed to synthesize it. The reactants are: CC1[N:3]([C:8]2[CH:12]=[C:11]([C:13]([CH3:18])([CH3:17])[C:14]([NH2:16])=[O:15])[N:10]([CH3:19])[N:9]=2)C(C)=CC=1.Cl.NO.[OH-].[K+]. (9) Given the product [Cl:1][C:2]1[C:3]([S:32]([NH:42][C:39]2[CH:40]=[CH:41][N:37]([CH3:36])[N:38]=2)(=[O:34])=[O:33])=[N:4][CH:5]=[C:6]([C:17]([N:19]2[CH2:24][CH2:23][CH:22]([C:25]3[CH:26]=[CH:27][C:28]([F:31])=[CH:29][CH:30]=3)[CH2:21][CH2:20]2)=[O:18])[C:7]=1[NH:8][C:9]1[CH:14]=[CH:13][C:12]([F:15])=[CH:11][C:10]=1[CH3:16], predict the reactants needed to synthesize it. The reactants are: [Cl:1][C:2]1[C:3]([S:32](O)(=[O:34])=[O:33])=[N:4][CH:5]=[C:6]([C:17]([N:19]2[CH2:24][CH2:23][CH:22]([C:25]3[CH:30]=[CH:29][C:28]([F:31])=[CH:27][CH:26]=3)[CH2:21][CH2:20]2)=[O:18])[C:7]=1[NH:8][C:9]1[CH:14]=[CH:13][C:12]([F:15])=[CH:11][C:10]=1[CH3:16].[CH3:36][N:37]1[CH:41]=[CH:40][C:39]([NH2:42])=[N:38]1.